The task is: Predict the reactants needed to synthesize the given product.. This data is from Full USPTO retrosynthesis dataset with 1.9M reactions from patents (1976-2016). (1) Given the product [CH3:29][O:30][C:31](=[O:49])[CH2:32][C:33]1[CH:38]=[CH:37][CH:36]=[C:35]([S:39]([CH3:48])(=[N:41][C:42]([C:5]2[CH:4]=[N:3][C:2]([NH2:1])=[C:10]([C:11]#[C:12][C:13]3[CH:18]=[CH:17][CH:16]=[C:15]([NH:19][C:20]([C:22]4[N:26]([CH3:27])[N:25]=[C:24]([CH3:28])[CH:23]=4)=[O:21])[CH:14]=3)[CH:9]=2)=[O:47])=[O:40])[CH:34]=1, predict the reactants needed to synthesize it. The reactants are: [NH2:1][C:2]1[C:10]([C:11]#[C:12][C:13]2[CH:18]=[CH:17][CH:16]=[C:15]([NH:19][C:20]([C:22]3[N:26]([CH3:27])[N:25]=[C:24]([CH3:28])[CH:23]=3)=[O:21])[CH:14]=2)=[CH:9][C:5](C(O)=O)=[CH:4][N:3]=1.[CH3:29][O:30][C:31](=[O:49])[CH2:32][C:33]1[CH:38]=[CH:37][CH:36]=[C:35]([S:39]([CH3:48])(=[N:41][C:42](=[O:47])C(F)(F)F)=[O:40])[CH:34]=1. (2) Given the product [N:18]1([CH2:2][CH2:3][O:4][CH:5]2[CH2:6][CH2:7][N:8]([C:11]([O:13][C:14]([CH3:17])([CH3:16])[CH3:15])=[O:12])[CH2:9][CH2:10]2)[CH2:22][CH2:21][CH2:20][CH2:19]1, predict the reactants needed to synthesize it. The reactants are: O=[C:2]([N:18]1[CH2:22][CH2:21][CH2:20][CH2:19]1)[CH2:3][O:4][CH:5]1[CH2:10][CH2:9][N:8]([C:11]([O:13][C:14]([CH3:17])([CH3:16])[CH3:15])=[O:12])[CH2:7][CH2:6]1. (3) Given the product [C:1]1(=[C:8]([C:24]2[CH:29]=[CH:28][CH:27]=[C:26]([OH:30])[CH:25]=2)[C:9]2[CH:14]=[CH:13][C:12](/[CH:15]=[CH:16]/[C:17]([OH:19])=[O:18])=[CH:11][CH:10]=2)[CH2:7][CH2:6][CH2:5][CH2:4][CH2:3][CH2:2]1, predict the reactants needed to synthesize it. The reactants are: [C:1]1(=[C:8]([C:24]2[CH:29]=[CH:28][CH:27]=[C:26]([OH:30])[CH:25]=2)[C:9]2[CH:14]=[CH:13][C:12](/[CH:15]=[CH:16]/[C:17]([O:19]C(C)(C)C)=[O:18])=[CH:11][CH:10]=2)[CH2:7][CH2:6][CH2:5][CH2:4][CH2:3][CH2:2]1.C(O)(C(F)(F)F)=O. (4) Given the product [ClH:16].[CH3:1][C:2]1[C:5]([C:7]2[N:8]=[CH:9][N:10]([CH3:12])[CH:11]=2)=[N:24][N:23]([C:17]2[CH:22]=[CH:21][CH:20]=[CH:19][CH:18]=2)[C:3]=1[NH2:4], predict the reactants needed to synthesize it. The reactants are: [CH3:1][CH:2]([C:5]([C:7]1[N:8]=[CH:9][N:10]([CH3:12])[CH:11]=1)=O)[C:3]#[N:4].CCO.[ClH:16].[C:17]1([NH:23][NH2:24])[CH:22]=[CH:21][CH:20]=[CH:19][CH:18]=1. (5) Given the product [C:1]([O:5][C@@H:6]([C:12]1[C:33]([CH3:34])=[CH:32][C:15]2[N:16]=[C:17]([C:19]3[CH:20]=[C:21]4[C:25](=[CH:26][CH:27]=3)[N:24]([CH3:28])[C:23](=[O:29])[C:22]4([CH3:30])[CH3:31])[S:18][C:14]=2[C:13]=1[C:35]1[CH:36]=[CH:37][C:38]([Cl:41])=[CH:39][CH:40]=1)[C:7]([OH:9])=[O:8])([CH3:2])([CH3:3])[CH3:4], predict the reactants needed to synthesize it. The reactants are: [C:1]([O:5][C@@H:6]([C:12]1[C:33]([CH3:34])=[CH:32][C:15]2[N:16]=[C:17]([C:19]3[CH:20]=[C:21]4[C:25](=[CH:26][CH:27]=3)[N:24]([CH3:28])[C:23](=[O:29])[C:22]4([CH3:31])[CH3:30])[S:18][C:14]=2[C:13]=1[C:35]1[CH:40]=[CH:39][C:38]([Cl:41])=[CH:37][CH:36]=1)[C:7]([O:9]CC)=[O:8])([CH3:4])([CH3:3])[CH3:2].[OH-].[Na+].C1COCC1. (6) Given the product [O:1]1[CH2:5][CH2:4][CH:3]([O:6][CH2:7][CH2:8][OH:9])[CH2:2]1, predict the reactants needed to synthesize it. The reactants are: [O:1]1[CH2:5][CH2:4][CH:3]([O:6][CH2:7][CH2:8][O:9]C2CCCCO2)[CH2:2]1.Cl.C(O)(C)C. (7) Given the product [Cl:1][C:2]1[N:3]=[CH:4][C:5]2[N:11]([CH3:20])[C:10](=[O:12])[CH2:9][CH2:8][N:7]([CH:13]3[CH2:18][CH2:17][CH2:16][CH2:15][CH2:14]3)[C:6]=2[N:19]=1, predict the reactants needed to synthesize it. The reactants are: [Cl:1][C:2]1[N:3]=[CH:4][C:5]2[NH:11][C:10](=[O:12])[CH2:9][CH2:8][N:7]([CH:13]3[CH2:18][CH2:17][CH2:16][CH2:15][CH2:14]3)[C:6]=2[N:19]=1.[C:20](=O)([O-])[O-].[Cs+].[Cs+].IC.CN(C)C=O.